This data is from Full USPTO retrosynthesis dataset with 1.9M reactions from patents (1976-2016). The task is: Predict the reactants needed to synthesize the given product. (1) Given the product [C:15]([C:4]1[CH:5]=[C:6]2[C:10](=[C:2]([C:23]3[CH:24]=[CH:25][C:20]([N+:17]([O-:19])=[O:18])=[CH:21][CH:22]=3)[CH:3]=1)[N:9]([CH3:11])[C:8]([C:12]([NH2:14])=[O:13])=[CH:7]2)#[N:16], predict the reactants needed to synthesize it. The reactants are: Br[C:2]1[CH:3]=[C:4]([C:15]#[N:16])[CH:5]=[C:6]2[C:10]=1[N:9]([CH3:11])[C:8]([C:12]([NH2:14])=[O:13])=[CH:7]2.[N+:17]([C:20]1[CH:25]=[CH:24][C:23](B(O)O)=[CH:22][CH:21]=1)([O-:19])=[O:18]. (2) The reactants are: [Br:1][C:2]1[N:3]([CH:17]2[CH2:22][CH2:21][CH2:20][CH2:19][O:18]2)[C:4]2[C:9]([N:10]=1)=[C:8]([NH2:11])[N:7]=[C:6]([O:12][CH:13]1[CH2:16][CH2:15][CH2:14]1)[N:5]=2.[CH:23]1(OC2N=C3C(N=CN3C3CCCCO3)=C(N)N=2)CCCC1. Given the product [Br:1][C:2]1[N:3]([CH:17]2[CH2:22][CH2:21][CH2:20][CH2:19][O:18]2)[C:4]2[C:9]([N:10]=1)=[C:8]([NH2:11])[N:7]=[C:6]([O:12][CH:13]1[CH2:14][CH2:15][CH2:23][CH2:16]1)[N:5]=2, predict the reactants needed to synthesize it. (3) The reactants are: Br[C:2]1[CH:3]=[N:4][CH:5]=[C:6]([C:8]([F:11])([F:10])[F:9])[CH:7]=1.[C:12]([N:16]1[C@H:20]([C:21]2[CH:26]=[CH:25][CH:24]=[CH:23][CH:22]=2)[CH2:19][O:18][C:17]1=[O:27])(=[O:15])[CH:13]=[CH2:14].CN(C=O)C. Given the product [C:21]1([C@@H:20]2[CH2:19][O:18][C:17](=[O:27])[N:16]2[C:12](=[O:15])/[CH:13]=[CH:14]/[C:2]2[CH:3]=[N:4][CH:5]=[C:6]([C:8]([F:11])([F:10])[F:9])[CH:7]=2)[CH:22]=[CH:23][CH:24]=[CH:25][CH:26]=1, predict the reactants needed to synthesize it. (4) Given the product [CH3:15][O:14][N:13]=[C:11]1[CH2:10][C@@H:9]([C:16]2[N:36]([CH3:35])[C:37]3[CH:42]=[CH:41][CH:40]=[CH:39][C:38]=3[N:43]=2)[N:8]([C:6]([C:29]2[CH:28]=[CH:27][C:26]([C:21]3[CH:22]=[CH:23][CH:24]=[CH:25][C:20]=3[CH3:19])=[CH:31][CH:30]=2)=[O:7])[CH2:12]1, predict the reactants needed to synthesize it. The reactants are: C(O[C:6]([N:8]1[CH2:12][C:11](=[N:13][O:14][CH3:15])[CH2:10][C@H:9]1[C:16](O)=O)=[O:7])(C)(C)C.[CH3:19][C:20]1[CH:25]=[CH:24][CH:23]=[CH:22][C:21]=1[C:26]1[CH:31]=[CH:30][C:29](C(O)=O)=[CH:28][CH:27]=1.[CH3:35][NH:36][C:37]1[C:38]([NH2:43])=[CH:39][CH:40]=[CH:41][CH:42]=1. (5) Given the product [F:31][C:18]1[CH:17]=[C:4]([CH:3]=[C:2]([F:1])[C:19]=1[O:20][C:21]1[CH:26]=[N:25][C:24]([C:27]([F:29])([F:30])[F:28])=[N:23][CH:22]=1)[CH2:5][CH2:6][O:7][C:8]1[N:9]([CH3:32])[CH:10]=[C:11]([CH2:15][CH3:16])[C:12](=[O:14])[N:13]=1, predict the reactants needed to synthesize it. The reactants are: [F:1][C:2]1[CH:3]=[C:4]([CH:17]=[C:18]([F:31])[C:19]=1[O:20][C:21]1[CH:22]=[N:23][C:24]([C:27]([F:30])([F:29])[F:28])=[N:25][CH:26]=1)[CH2:5][CH2:6][O:7][C:8]1[NH:9][CH:10]=[C:11]([CH2:15][CH3:16])[C:12](=[O:14])[N:13]=1.[CH3:32]CN(C(C)C)C(C)C.CI.